From a dataset of Peptide-MHC class II binding affinity with 134,281 pairs from IEDB. Regression. Given a peptide amino acid sequence and an MHC pseudo amino acid sequence, predict their binding affinity value. This is MHC class II binding data. (1) The peptide sequence is ISYGGGWRLSAQWQK. The MHC is DRB4_0101 with pseudo-sequence DRB4_0103. The binding affinity (normalized) is 0.394. (2) The peptide sequence is YEAFVLHFSEALHII. The MHC is DRB1_0401 with pseudo-sequence DRB1_0401. The binding affinity (normalized) is 0.751. (3) The peptide sequence is SGILQLFVFLVLAGR. The MHC is DRB1_0802 with pseudo-sequence DRB1_0802. The binding affinity (normalized) is 0.0652. (4) The peptide sequence is ILGAAVNGKKSAHGS. The MHC is HLA-DQA10201-DQB10402 with pseudo-sequence HLA-DQA10201-DQB10402. The binding affinity (normalized) is 0.223.